This data is from Catalyst prediction with 721,799 reactions and 888 catalyst types from USPTO. The task is: Predict which catalyst facilitates the given reaction. (1) Reactant: [Cl:1][C:2]1[CH:3]=[C:4]2[C:9](=[CH:10][CH:11]=1)[CH:8]=[C:7]([S:12]([NH:15][C@H:16]1[CH2:20][CH2:19][N:18]([C@@H:21]([CH3:25])[C:22](O)=[O:23])[C:17]1=[O:26])(=[O:14])=[O:13])[CH:6]=[CH:5]2.Cl.CN(C)CCCN=C=NCC.C1C=CC2N(O)N=NC=2C=1.[NH:49]1[CH2:59][CH2:58][CH2:57][CH2:56][CH:50]1[C:51]([O:53]CC)=[O:52]. Product: [Cl:1][C:2]1[CH:3]=[C:4]2[C:9](=[CH:10][CH:11]=1)[CH:8]=[C:7]([S:12]([NH:15][C@H:16]1[CH2:20][CH2:19][N:18]([C@@H:21]([CH3:25])[C:22]([N:49]3[CH2:59][CH2:58][CH2:57][CH2:56][CH:50]3[C:51]([OH:53])=[O:52])=[O:23])[C:17]1=[O:26])(=[O:13])=[O:14])[CH:6]=[CH:5]2. The catalyst class is: 347. (2) Reactant: [N+:1]([CH2:3][C:4]([O:6][CH3:7])=[O:5])#[C-:2].[C:8]([C:10]1[CH:18]=[CH:17][C:13]([C:14](Cl)=[O:15])=[CH:12][CH:11]=1)#[N:9].C(N(CC)CC)C. Product: [CH3:7][O:6][C:4]([C:3]1[N:1]=[CH:2][O:15][C:14]=1[C:13]1[CH:17]=[CH:18][C:10]([C:8]#[N:9])=[CH:11][CH:12]=1)=[O:5]. The catalyst class is: 1.